From a dataset of TCR-epitope binding with 47,182 pairs between 192 epitopes and 23,139 TCRs. Binary Classification. Given a T-cell receptor sequence (or CDR3 region) and an epitope sequence, predict whether binding occurs between them. (1) The TCR CDR3 sequence is CASSQEAGLYNEQFF. Result: 0 (the TCR does not bind to the epitope). The epitope is FLPRVFSAV. (2) The epitope is RLQSLQTYV. The TCR CDR3 sequence is CATSDLQETQYF. Result: 0 (the TCR does not bind to the epitope). (3) The epitope is LVLSVNPYV. The TCR CDR3 sequence is CASSPAVQPSYEQYF. Result: 1 (the TCR binds to the epitope). (4) The epitope is ISDYDYYRY. The TCR CDR3 sequence is CASSFEAASNQPQHF. Result: 1 (the TCR binds to the epitope). (5) The epitope is GTSGSPIIDK. The TCR CDR3 sequence is CSVEPPETQYF. Result: 0 (the TCR does not bind to the epitope). (6) The epitope is QARQMVQAMRTIGTHP. The TCR CDR3 sequence is CASSLDSSYEQYF. Result: 1 (the TCR binds to the epitope).